From a dataset of Catalyst prediction with 721,799 reactions and 888 catalyst types from USPTO. Predict which catalyst facilitates the given reaction. (1) Reactant: [C:1]([NH:9][C:10]1[CH:11]=[C:12]([CH:16]=[CH:17][N:18]=1)[C:13]([OH:15])=O)(=[O:8])[C:2]1[CH:7]=[CH:6][CH:5]=[CH:4][CH:3]=1.C(N(CC)C(C)C)(C)C.O[N:29]1[C:33]2[CH:34]=[CH:35][CH:36]=[CH:37][C:32]=2[N:31]=N1.Cl.C(N=C=NCCCN(C)C)C.C1(N)C=CC=CC=1N. Product: [NH2:29][C:33]1[CH:34]=[CH:35][CH:36]=[CH:37][C:32]=1[NH:31][C:13](=[O:15])[C:12]1[CH:16]=[CH:17][N:18]=[C:10]([NH:9][C:1](=[O:8])[C:2]2[CH:3]=[CH:4][CH:5]=[CH:6][CH:7]=2)[CH:11]=1. The catalyst class is: 42. (2) Reactant: C1(P(C2C=CC=CC=2)C2C=CC=CC=2)C=CC=CC=1.[CH2:20]([C:23]1[CH:28]=[CH:27][C:26]([CH2:29][CH2:30][CH2:31]O)=[CH:25][CH:24]=1)[CH:21]=[CH2:22].C(Br)(Br)(Br)[Br:34]. Product: [CH2:20]([C:23]1[CH:28]=[CH:27][C:26]([CH2:29][CH2:30][CH2:31][Br:34])=[CH:25][CH:24]=1)[CH:21]=[CH2:22]. The catalyst class is: 2. (3) Reactant: [N+:1]([C:4]1[CH:13]=[CH:12][C:7]([CH2:8][N:9]([CH3:11])[CH3:10])=[CH:6][CH:5]=1)([O-])=O. Product: [NH2:1][C:4]1[CH:5]=[CH:6][C:7]([CH2:8][N:9]([CH3:11])[CH3:10])=[CH:12][CH:13]=1. The catalyst class is: 19. (4) Reactant: [Cl:1][C:2]1[N:3]=[C:4]([C:9]2[CH:14]=[CH:13][CH:12]=[CH:11][CH:10]=2)[NH:5][C:6]=1[CH:7]=[O:8].CS(O[CH2:20][CH2:21][CH2:22][CH2:23][O:24][CH3:25])(=O)=O.C(=O)([O-])[O-].[Cs+].[Cs+]. Product: [Cl:1][C:2]1[N:3]=[C:4]([C:9]2[CH:10]=[CH:11][CH:12]=[CH:13][CH:14]=2)[N:5]([CH2:20][CH2:21][CH2:22][CH2:23][O:24][CH3:25])[C:6]=1[CH:7]=[O:8]. The catalyst class is: 395. (5) Reactant: [C:1]([O:7][CH2:8][N:9]1[C:13]2[N:14]=[N:15][CH:16]=[C:17](Cl)[C:12]=2[CH:11]=[CH:10]1)(=[O:6])[C:2]([CH3:5])([CH3:4])[CH3:3].[CH:19]1([CH:24]([N:28]2[CH:32]=[C:31](B3OC(C)(C)C(C)(C)O3)[CH:30]=[N:29]2)[CH2:25][C:26]#[N:27])[CH2:23][CH2:22][CH2:21][CH2:20]1.C(=O)([O-])[O-].[K+].[K+]. Product: [C:1]([O:7][CH2:8][N:9]1[C:13]2[N:14]=[N:15][CH:16]=[C:17]([C:31]3[CH:30]=[N:29][N:28]([CH:24]([CH:19]4[CH2:23][CH2:22][CH2:21][CH2:20]4)[CH2:25][C:26]#[N:27])[CH:32]=3)[C:12]=2[CH:11]=[CH:10]1)(=[O:6])[C:2]([CH3:5])([CH3:4])[CH3:3]. The catalyst class is: 77. (6) Reactant: [CH3:1][C:2]1[N:6]([CH3:7])[C:5]([C:8]2[CH:9]=[C:10]([NH2:14])[CH:11]=[CH:12][CH:13]=2)=[CH:4][N:3]=1.Cl[C:16]1[CH:21]=[C:20]([C:22]2[S:23][CH:24]=[CH:25][CH:26]=2)[N:19]=[CH:18][N:17]=1.C(=O)([O-])[O-].[K+].[K+]. Product: [CH3:1][C:2]1[N:6]([CH3:7])[C:5]([C:8]2[CH:9]=[C:10]([NH:14][C:16]3[CH:21]=[C:20]([C:22]4[S:23][CH:24]=[CH:25][CH:26]=4)[N:19]=[CH:18][N:17]=3)[CH:11]=[CH:12][CH:13]=2)=[CH:4][N:3]=1. The catalyst class is: 13.